Dataset: Full USPTO retrosynthesis dataset with 1.9M reactions from patents (1976-2016). Task: Predict the reactants needed to synthesize the given product. (1) Given the product [Cl:22][C:20]1[CH:19]=[CH:18][C:17]([O:23][CH3:24])=[C:16]([C:4]2[N:3]=[C:2]([NH:28][C:25](=[O:27])[CH3:26])[CH:7]=[C:6]([NH:8][C:9]3[CH:14]=[CH:13][C:12]([CH3:15])=[CH:11][CH:10]=3)[CH:5]=2)[CH:21]=1, predict the reactants needed to synthesize it. The reactants are: Cl[C:2]1[CH:7]=[C:6]([NH:8][C:9]2[CH:14]=[CH:13][C:12]([CH3:15])=[CH:11][CH:10]=2)[CH:5]=[C:4]([C:16]2[CH:21]=[C:20]([Cl:22])[CH:19]=[CH:18][C:17]=2[O:23][CH3:24])[N:3]=1.[C:25]([NH2:28])(=[O:27])[CH3:26]. (2) Given the product [CH2:1]([O:3][C:4](=[O:24])[CH2:5][C:6]1[CH:11]=[CH:10][CH:9]=[C:8]([S:12][C:13]2[C:21]3[C:16](=[CH:17][C:18]([Cl:22])=[CH:19][CH:20]=3)[N:15]([C:26]3[CH:27]=[N:28][CH:29]=[CH:30][CH:31]=3)[C:14]=2[CH3:23])[CH:7]=1)[CH3:2], predict the reactants needed to synthesize it. The reactants are: [CH2:1]([O:3][C:4](=[O:24])[CH2:5][C:6]1[CH:11]=[CH:10][CH:9]=[C:8]([S:12][C:13]2[C:21]3[C:16](=[CH:17][C:18]([Cl:22])=[CH:19][CH:20]=3)[NH:15][C:14]=2[CH3:23])[CH:7]=1)[CH3:2].Br[C:26]1[CH:27]=[N:28][CH:29]=[CH:30][CH:31]=1.